From a dataset of Reaction yield outcomes from USPTO patents with 853,638 reactions. Predict the reaction yield, written as a fraction of the theoretical maximum amount of product (1.0 means a 100% yield; for example, 0.34 means a 34% yield). (1) The reactants are Br[C:2]1[CH:8]=[CH:7][C:5]([NH2:6])=[C:4]([CH2:9][CH3:10])[CH:3]=1.[CH3:11][PH:12](=[O:14])[CH3:13].P([O-])([O-])([O-])=O.[K+].[K+].[K+]. The catalyst is CN(C=O)C.C([O-])(=O)C.[Pd+2].C([O-])(=O)C.CC1(C)C2C(=C(P(C3C=CC=CC=3)C3C=CC=CC=3)C=CC=2)OC2C(P(C3C=CC=CC=3)C3C=CC=CC=3)=CC=CC1=2. The product is [CH3:11][P:12]([C:2]1[CH:8]=[CH:7][C:5]([NH2:6])=[C:4]([CH2:9][CH3:10])[CH:3]=1)([CH3:13])=[O:14]. The yield is 0.780. (2) The reactants are [CH2:1]([N:5]1[C:10](=[O:11])[C:9]([CH2:12]OS(C)(=O)=O)=[CH:8][C:7]([C:18]2[CH:23]=[CH:22][C:21]([CH3:24])=[CH:20][CH:19]=2)=[N:6]1)[CH:2]([CH3:4])[CH3:3].[NH2:25][CH:26]([CH2:29][OH:30])[CH2:27][OH:28]. No catalyst specified. The product is [OH:28][CH2:27][CH:26]([NH:25][CH2:12][C:9]1[C:10](=[O:11])[N:5]([CH2:1][CH:2]([CH3:4])[CH3:3])[N:6]=[C:7]([C:18]2[CH:23]=[CH:22][C:21]([CH3:24])=[CH:20][CH:19]=2)[CH:8]=1)[CH2:29][OH:30]. The yield is 0.837. (3) The reactants are [Br:1][C:2]1[CH:3]=[CH:4][C:5]([F:10])=[C:6]([CH:9]=1)[CH:7]=O.[CH3:11][O:12][C:13](=[O:34])[CH:14]=P(C1C=CC=CC=1)(C1C=CC=CC=1)C1C=CC=CC=1. The catalyst is C(#N)C. The product is [CH3:11][O:12][C:13](=[O:34])[CH:14]=[CH:7][C:6]1[CH:9]=[C:2]([Br:1])[CH:3]=[CH:4][C:5]=1[F:10]. The yield is 0.990. (4) The reactants are [Cl:1][C:2]1[CH:3]=[C:4]2[C:8](=[CH:9][CH:10]=1)[NH:7][CH:6]=[C:5]2[CH2:11][CH2:12][NH:13][C:14](=[O:23])[C:15]1[CH:20]=[CH:19][CH:18]=[C:17]([CH2:21]Cl)[CH:16]=1.[F:24][C:25]([F:36])([F:35])[C:26]1[CH:31]=[CH:30][C:29](B(O)O)=[CH:28][CH:27]=1.C(=O)([O-])[O-].[Na+].[Na+].[I-].[Na+]. The catalyst is C(COC)OC.O.C1C=CC([P]([Pd]([P](C2C=CC=CC=2)(C2C=CC=CC=2)C2C=CC=CC=2)([P](C2C=CC=CC=2)(C2C=CC=CC=2)C2C=CC=CC=2)[P](C2C=CC=CC=2)(C2C=CC=CC=2)C2C=CC=CC=2)(C2C=CC=CC=2)C2C=CC=CC=2)=CC=1. The product is [Cl:1][C:2]1[CH:3]=[C:4]2[C:8](=[CH:9][CH:10]=1)[NH:7][CH:6]=[C:5]2[CH2:11][CH2:12][NH:13][C:14](=[O:23])[C:15]1[CH:20]=[CH:19][CH:18]=[C:17]([CH2:21][C:29]2[CH:30]=[CH:31][C:26]([C:25]([F:36])([F:35])[F:24])=[CH:27][CH:28]=2)[CH:16]=1. The yield is 0.620. (5) The reactants are [Si]([O:8][CH:9]1[C:17]2[C:12](=[C:13]([C:18]3[CH:19]=[C:20]([C:23]4[CH:24]=[CH:25][C:26]([O:31][CH:32]([CH3:34])[CH3:33])=[C:27]([CH:30]=4)[C:28]#[N:29])[S:21][CH:22]=3)[CH:14]=[CH:15][CH:16]=2)[CH2:11][CH2:10]1)(C(C)(C)C)(C)C.CCCC[N+](CCCC)(CCCC)CCCC.[F-]. The catalyst is C1COCC1. The product is [OH:8][CH:9]1[C:17]2[C:12](=[C:13]([C:18]3[CH:19]=[C:20]([C:23]4[CH:24]=[CH:25][C:26]([O:31][CH:32]([CH3:34])[CH3:33])=[C:27]([CH:30]=4)[C:28]#[N:29])[S:21][CH:22]=3)[CH:14]=[CH:15][CH:16]=2)[CH2:11][CH2:10]1. The yield is 0.460.